Dataset: Full USPTO retrosynthesis dataset with 1.9M reactions from patents (1976-2016). Task: Predict the reactants needed to synthesize the given product. (1) Given the product [OH:45][C@H:44]([CH2:43][OH:42])[CH2:46][CH2:47][NH:48][C:36]([CH:16]1[CH:15]([C:11]2[CH:12]=[CH:13][CH:14]=[C:9]([Cl:8])[C:10]=2[F:39])[C:19]([C:22]2[CH:27]=[CH:26][C:25]([Cl:28])=[CH:24][C:23]=2[F:29])([C:20]#[N:21])[CH:18]([CH2:30][C:31]2([CH3:35])[CH2:32][O:33][CH2:34]2)[NH:17]1)=[O:37], predict the reactants needed to synthesize it. The reactants are: FC(F)(F)C(O)=O.[Cl:8][C:9]1[C:10]([F:39])=[C:11]([CH:15]2[C:19]([C:22]3[CH:27]=[CH:26][C:25]([Cl:28])=[CH:24][C:23]=3[F:29])([C:20]#[N:21])[CH:18]([CH2:30][C:31]3([CH3:35])[CH2:34][O:33][CH2:32]3)[NH:17][CH:16]2[C:36](O)=[O:37])[CH:12]=[CH:13][CH:14]=1.CC1(C)[O:45][C@@H:44]([CH2:46][CH2:47][NH2:48])[CH2:43][O:42]1.CN(C(ON1N=NC2C=CC=NC1=2)=[N+](C)C)C.F[P-](F)(F)(F)(F)F.CCN(C(C)C)C(C)C.Cl. (2) Given the product [NH2:5][CH2:9][C:10]1[CH:11]=[C:12]([CH2:16][N:17]2[C:25]3[C:20](=[C:21]([CH:26]([F:27])[F:28])[CH:22]=[CH:23][CH:24]=3)[C:19]([N:29]([S:39]([C:42]3[S:43][C:44]([Cl:47])=[CH:45][CH:46]=3)(=[O:40])=[O:41])[S:30]([C:33]3[S:34][C:35]([Cl:38])=[CH:36][CH:37]=3)(=[O:32])=[O:31])=[N:18]2)[CH:13]=[CH:14][CH:15]=1, predict the reactants needed to synthesize it. The reactants are: CC([N:5]([CH2:9][C:10]1[CH:15]=[CH:14][CH:13]=[C:12]([CH2:16][N:17]2[C:25]3[C:20](=[C:21]([CH:26]([F:28])[F:27])[CH:22]=[CH:23][CH:24]=3)[C:19]([N:29]([S:39]([C:42]3[S:43][C:44]([Cl:47])=[CH:45][CH:46]=3)(=[O:41])=[O:40])[S:30]([C:33]3[S:34][C:35]([Cl:38])=[CH:36][CH:37]=3)(=[O:32])=[O:31])=[N:18]2)[CH:11]=1)C(=O)[O-])(C)C.FC(F)(F)C(O)=O. (3) Given the product [N:1]([C@@H:4]1[CH2:8][N:7]([C:9](=[O:23])[C@@H:10]([NH:15][C:16](=[O:17])[C@@H:36]([N:35]([C:42]([O:44][C:45]([CH3:46])([CH3:48])[CH3:47])=[O:43])[CH3:41])[CH3:37])[C:11]([CH3:12])([CH3:13])[CH3:14])[C@H:6]([C:24]([O:26][CH3:27])=[O:25])[CH2:5]1)=[N+:2]=[N-:3], predict the reactants needed to synthesize it. The reactants are: [N:1]([C@@H:4]1[CH2:8][N:7]([C:9](=[O:23])[C@@H:10]([NH:15][C:16](OC(C)(C)C)=[O:17])[C:11]([CH3:14])([CH3:13])[CH3:12])[C@H:6]([C:24]([O:26][CH3:27])=[O:25])[CH2:5]1)=[N+:2]=[N-:3].FC(F)(F)C(O)=O.[N:35]([C:42]([O:44][C:45]([CH3:48])([CH3:47])[CH3:46])=[O:43])([CH3:41])[C@H:36](C(O)=O)[CH3:37]. (4) Given the product [NH2:1][C:2]1[C:3]([O:18][CH2:19][CH:20]2[CH2:22][CH2:21]2)=[CH:4][C:5]([CH:8]([CH2:14][CH:15]([CH3:17])[CH3:16])[C:9]([O:11][CH2:12][CH3:13])=[O:10])=[CH:6][C:7]=1[Br:30], predict the reactants needed to synthesize it. The reactants are: [NH2:1][C:2]1[CH:7]=[CH:6][C:5]([CH:8]([CH2:14][CH:15]([CH3:17])[CH3:16])[C:9]([O:11][CH2:12][CH3:13])=[O:10])=[CH:4][C:3]=1[O:18][CH2:19][CH:20]1[CH2:22][CH2:21]1.C1C(=O)N([Br:30])C(=O)C1. (5) The reactants are: [CH3:1][O:2][C:3]1[CH:4]=[CH:5][CH:6]=[C:7]2[C:11]=1[N:10]([CH:12]([C:16]1[CH:17]=[N:18][CH:19]=[CH:20][CH:21]=1)[CH2:13][CH2:14]O)[CH:9]=[CH:8]2.[CH2:22]([N:24](CC)CC)C.CS(Cl)(=O)=O. Given the product [CH3:1][O:2][C:3]1[CH:4]=[CH:5][CH:6]=[C:7]2[C:11]=1[N:10]([CH:12]([C:16]1[CH:17]=[N:18][CH:19]=[CH:20][CH:21]=1)[CH2:13][CH2:14][NH:24][CH3:22])[CH:9]=[CH:8]2, predict the reactants needed to synthesize it. (6) Given the product [N:1]([C@@H:4]1[C@@H:9]([NH:10][C:11]([O:13][C:14]([CH3:15])([CH3:16])[CH3:17])=[O:12])[CH2:8][CH2:7][C@@H:6]([CH2:18][OH:19])[CH2:5]1)=[N+:2]=[N-:3], predict the reactants needed to synthesize it. The reactants are: [N:1]([C@@H:4]1[C@@H:9]([NH:10][C:11]([O:13][C:14]([CH3:17])([CH3:16])[CH3:15])=[O:12])[CH2:8][CH2:7][C@@H:6]([C:18](O)=[O:19])[CH2:5]1)=[N+:2]=[N-:3].ClC(OCC(C)C)=O.CN1CCOCC1. (7) Given the product [C:13]([C:12]1[CH:11]=[C:10]([CH:17]=[CH:16][CH:15]=1)[CH2:9][CH:5]([C:4]([OH:18])=[O:3])[C:6]([OH:8])=[O:7])#[N:14], predict the reactants needed to synthesize it. The reactants are: CC1(C)[O:7][C:6](=[O:8])[CH:5]([CH2:9][C:10]2[CH:11]=[C:12]([CH:15]=[CH:16][CH:17]=2)[C:13]#[N:14])[C:4](=[O:18])[O:3]1.C(O)(C(F)(F)F)=O.[O-]S([O-])(=O)=O.[Ca+2]. (8) Given the product [CH3:2][C:1]([C:5]1[CH:10]=[CH:9][C:8]([S:11]([NH:14][C:15]2[C:20]([O:21][C:22]3[CH:27]=[CH:26][CH:25]=[CH:24][C:23]=3[O:28][CH3:29])=[C:19]([O:33][CH2:32][CH2:31][OH:35])[N:18]=[C:17]([C:15]3[N:16]=[CH:17][CH:37]=[CH:38][N:14]=3)[N:16]=2)(=[O:13])=[O:12])=[CH:7][CH:6]=1)([CH3:4])[CH3:3], predict the reactants needed to synthesize it. The reactants are: [C:1]([C:5]1[CH:10]=[CH:9][C:8]([S:11]([NH:14][C:15]2[C:20]([O:21][C:22]3[CH:27]=[CH:26][CH:25]=[CH:24][C:23]=3[O:28][CH3:29])=[C:19](Cl)[N:18]=[CH:17][N:16]=2)(=[O:13])=[O:12])=[CH:7][CH:6]=1)([CH3:4])([CH3:3])[CH3:2].[C:31]([O-:35])(=O)[CH2:32][OH:33].[Na+].[CH2:37](O)[CH2:38]O.[Na]. (9) Given the product [C:29]([OH:36])(=[O:35])[CH2:30][CH2:31][C:32]([OH:34])=[O:33].[Cl:1][C:2]1[CH:12]=[CH:11][C:5]2[CH2:6][CH2:7][NH:8][CH2:9][CH2:10][C:4]=2[C:3]=1[S:13][CH2:14][CH2:15][CH2:16][C:17]1[CH:18]=[C:19]2[C:23](=[CH:24][CH:25]=1)[NH:22][C:21](=[O:26])[C:20]2([CH3:28])[CH3:27], predict the reactants needed to synthesize it. The reactants are: [Cl:1][C:2]1[CH:12]=[CH:11][C:5]2[CH2:6][CH2:7][NH:8][CH2:9][CH2:10][C:4]=2[C:3]=1[S:13][CH2:14][CH2:15][CH2:16][C:17]1[CH:18]=[C:19]2[C:23](=[CH:24][CH:25]=1)[NH:22][C:21](=[O:26])[C:20]2([CH3:28])[CH3:27].[C:29]([OH:36])(=[O:35])[CH2:30][CH2:31][C:32]([OH:34])=[O:33].